This data is from Full USPTO retrosynthesis dataset with 1.9M reactions from patents (1976-2016). The task is: Predict the reactants needed to synthesize the given product. (1) Given the product [CH3:1][C:2]1[CH:23]=[CH:22][CH:21]=[CH:20][C:3]=1[C:4]([NH:6][C@@H:7]1[CH2:12][CH2:11][CH2:10][NH:9][CH2:8]1)=[O:5], predict the reactants needed to synthesize it. The reactants are: [CH3:1][C:2]1[CH:23]=[CH:22][CH:21]=[CH:20][C:3]=1[C:4]([NH:6][C@@H:7]1[CH2:12][CH2:11][CH2:10][N:9](C(OC(C)(C)C)=O)[CH2:8]1)=[O:5].Cl. (2) Given the product [O:18]=[C:12]1[NH:13][C:14](=[O:17])[CH:15]=[CH:16][N:11]1[C@@H:4]1[O:5][C@H:6]([CH2:9][O:10][P:35]([NH:34][C:27]([CH3:26])([CH3:33])[C:28]([O:30][CH2:31][CH3:32])=[O:29])([O:37][C:38]2[CH:43]=[CH:42][CH:41]=[CH:40][CH:39]=2)=[O:36])[C@@H:7]([OH:8])[C@@:3]1([C:1]#[CH:2])[OH:19], predict the reactants needed to synthesize it. The reactants are: [C:1]([C@@:3]1([OH:19])[C@H:7]([OH:8])[C@@H:6]([CH2:9][OH:10])[O:5][C@H:4]1[N:11]1[CH:16]=[CH:15][C:14](=[O:17])[NH:13][C:12]1=[O:18])#[CH:2].C([Mg]Cl)(C)(C)C.[CH3:26][C:27]([NH:34][P:35](OC1C(F)=C(F)C(F)=C(F)C=1F)([O:37][C:38]1[CH:43]=[CH:42][CH:41]=[CH:40][CH:39]=1)=[O:36])([CH3:33])[C:28]([O:30][CH2:31][CH3:32])=[O:29]. (3) Given the product [Br:12][CH2:9][C:8]1[C:4]2[CH:3]=[C:2]([F:1])[CH:11]=[CH:10][C:5]=2[S:6][CH:7]=1, predict the reactants needed to synthesize it. The reactants are: [F:1][C:2]1[CH:11]=[CH:10][C:5]2[S:6][CH:7]=[C:8]([CH3:9])[C:4]=2[CH:3]=1.[Br:12]N1C(=O)CCC1=O.CCCCCC. (4) Given the product [F:1][C:2]1[CH:7]=[CH:6][C:5]([CH:8]([OH:10])[CH3:9])=[C:4]([CH3:11])[CH:3]=1, predict the reactants needed to synthesize it. The reactants are: [F:1][C:2]1[CH:7]=[CH:6][C:5]([C:8](=[O:10])[CH3:9])=[C:4]([CH3:11])[CH:3]=1.[BH4-].[Na+]. (5) Given the product [Cl:1][C:2]1[CH:3]=[CH:4][C:5]2[O:18][CH:17]([C:19]([NH2:31])=[O:20])[N:8]3[C:9]4[CH:10]=[CH:11][CH:12]=[C:13]([F:16])[C:14]=4[CH:15]=[C:7]3[C:6]=2[N:22]=1, predict the reactants needed to synthesize it. The reactants are: [Cl:1][C:2]1[CH:3]=[CH:4][C:5]2[O:18][CH:17]([C:19](O)=[O:20])[N:8]3[C:9]4[CH:10]=[CH:11][CH:12]=[C:13]([F:16])[C:14]=4[CH:15]=[C:7]3[C:6]=2[N:22]=1.[NH4+].[Cl-].C1C=CC2N(O)N=[N:31]C=2C=1.CCN=C=NCCCN(C)C.C(N(CC)CC)C. (6) Given the product [CH3:9][O:8][C:7]1[C:2]([N:13]2[CH2:17][CH2:16][CH2:15][CH2:14]2)=[N:3][CH:4]=[C:5]([N+:10]([O-:12])=[O:11])[CH:6]=1, predict the reactants needed to synthesize it. The reactants are: Cl[C:2]1[C:7]([O:8][CH3:9])=[CH:6][C:5]([N+:10]([O-:12])=[O:11])=[CH:4][N:3]=1.[NH:13]1[CH2:17][CH2:16][CH2:15][CH2:14]1.